Predict which catalyst facilitates the given reaction. From a dataset of Catalyst prediction with 721,799 reactions and 888 catalyst types from USPTO. (1) Reactant: [CH2:1]([C:5]1[CH:12]=[C:11]([CH3:13])[C:8]([C:9]#[N:10])=[C:7]([SH:14])[N:6]=1)[CH:2]([CH3:4])[CH3:3].Br[CH2:16][C:17]([NH2:19])=[O:18].[O-]CC.[Na+]. Product: [NH2:10][C:9]1[C:8]2[C:7](=[N:6][C:5]([CH2:1][CH:2]([CH3:4])[CH3:3])=[CH:12][C:11]=2[CH3:13])[S:14][C:16]=1[C:17]([NH2:19])=[O:18]. The catalyst class is: 18. (2) Reactant: [Br:1][C:2]1[CH:7]=[CH:6]N=[C:4]([CH3:8])[CH:3]=1.S(OOS([O-])(=O)=O)([O-])(=O)=O.[NH4+:19].[NH4+].[CH3:21][OH:22]. Product: [Br:1][C:2]1[CH:3]=[C:4]([CH3:8])[N:19]=[C:6]([CH2:21][OH:22])[CH:7]=1. The catalyst class is: 561. (3) Reactant: [CH2:1]([O:3][C:4](=[O:21])[CH2:5][O:6][C:7]1[CH:12]=[CH:11][C:10]([N+:13]([O-])=O)=[CH:9][C:8]=1[CH2:16][CH2:17][CH2:18][O:19][CH3:20])[CH3:2]. Product: [CH2:1]([O:3][C:4](=[O:21])[CH2:5][O:6][C:7]1[CH:12]=[CH:11][C:10]([NH2:13])=[CH:9][C:8]=1[CH2:16][CH2:17][CH2:18][O:19][CH3:20])[CH3:2]. The catalyst class is: 99. (4) Reactant: N[C:2]1[CH:7]=[CH:6][C:5]([CH:8]([CH3:19])[C:9]([C:11]2[CH:16]=[CH:15][C:14]([O:17][CH3:18])=[CH:13][CH:12]=2)=[O:10])=[CH:4][CH:3]=1.Cl.N([O-])=[O:22].[Na+].F[B-](F)(F)F.[Na+].C([O-])([O-])=O.[K+].[K+]. Product: [OH:22][C:2]1[CH:7]=[CH:6][C:5]([CH:8]([CH3:19])[C:9]([C:11]2[CH:16]=[CH:15][C:14]([O:17][CH3:18])=[CH:13][CH:12]=2)=[O:10])=[CH:4][CH:3]=1. The catalyst class is: 6.